Dataset: Peptide-MHC class I binding affinity with 185,985 pairs from IEDB/IMGT. Task: Regression. Given a peptide amino acid sequence and an MHC pseudo amino acid sequence, predict their binding affinity value. This is MHC class I binding data. (1) The peptide sequence is VYWPNNCGW. The MHC is Mamu-B17 with pseudo-sequence Mamu-B17. The binding affinity (normalized) is 0.459. (2) The binding affinity (normalized) is 0.834. The peptide sequence is NLFDWMHFL. The MHC is HLA-A02:12 with pseudo-sequence HLA-A02:12. (3) The peptide sequence is YPACEAIGL. The MHC is HLA-A31:01 with pseudo-sequence HLA-A31:01. The binding affinity (normalized) is 0.0847. (4) The peptide sequence is TRSFTTHFL. The MHC is HLA-B46:01 with pseudo-sequence HLA-B46:01. The binding affinity (normalized) is 0.0847. (5) The peptide sequence is ILRNPGYAL. The MHC is HLA-A01:01 with pseudo-sequence HLA-A01:01. The binding affinity (normalized) is 0.0847. (6) The peptide sequence is KSAQVPLPL. The MHC is HLA-B35:01 with pseudo-sequence HLA-B35:01. The binding affinity (normalized) is 0.0847. (7) The peptide sequence is RIPERLERW. The MHC is Mamu-B03 with pseudo-sequence Mamu-B03. The binding affinity (normalized) is 0.0215. (8) The peptide sequence is AAERGPGQML. The MHC is HLA-A23:01 with pseudo-sequence HLA-A23:01. The binding affinity (normalized) is 0.0151. (9) The peptide sequence is LAARLKRSAT. The binding affinity (normalized) is 0.0528. The MHC is HLA-A02:06 with pseudo-sequence HLA-A02:06.